Dataset: Full USPTO retrosynthesis dataset with 1.9M reactions from patents (1976-2016). Task: Predict the reactants needed to synthesize the given product. (1) Given the product [F:1][C:2]([F:17])([F:18])[C:3]1[CH:4]=[CH:5][C:6](/[C:9](/[CH3:16])=[CH:10]/[C:11]([OH:13])=[O:12])=[CH:7][CH:8]=1, predict the reactants needed to synthesize it. The reactants are: [F:1][C:2]([F:18])([F:17])[C:3]1[CH:8]=[CH:7][C:6](/[C:9](/[CH3:16])=[CH:10]/[C:11]([O:13]CC)=[O:12])=[CH:5][CH:4]=1.[OH-].[Na+].Cl. (2) Given the product [CH3:10][O:11][C:12](=[O:18])[CH:13]([C:7]([C:4]1[S:3][C:2]([Br:1])=[N:6][CH:5]=1)=[O:8])/[C:14](=[N:16]/[CH3:17])/[CH3:15], predict the reactants needed to synthesize it. The reactants are: [Br:1][C:2]1[S:3][C:4]([C:7](Cl)=[O:8])=[CH:5][N:6]=1.[CH3:10][O:11][C:12](=[O:18])[CH:13]=[C:14]([NH:16][CH3:17])[CH3:15].